Dataset: Reaction yield outcomes from USPTO patents with 853,638 reactions. Task: Predict the reaction yield, written as a fraction of the theoretical maximum amount of product (1.0 means a 100% yield; for example, 0.34 means a 34% yield). (1) The reactants are [CH2:1]([N:8]1[C:16]2[C:11](=[C:12]([O:17]CC3C=CC=CC=3)[CH:13]=[CH:14][CH:15]=2)[CH:10]=[C:9]1[CH3:25])[C:2]1[CH:7]=[CH:6][CH:5]=[CH:4][CH:3]=1.C(OCC)(=O)C. The catalyst is [Pd].[Hg].CO. The product is [CH2:1]([N:8]1[C:16]2[CH:15]=[CH:14][CH:13]=[C:12]([OH:17])[C:11]=2[CH:10]=[C:9]1[CH3:25])[C:2]1[CH:3]=[CH:4][CH:5]=[CH:6][CH:7]=1. The yield is 0.490. (2) The reactants are [C:1]([NH:4][C:5]1[CH:10]=[CH:9][C:8]([OH:11])=[CH:7][CH:6]=1)(=[O:3])[CH3:2].C(O)C.[OH-].[K+].[CH3:17][CH:18]([O:20][C:21](=[O:33])[CH:22]([O:29][C:30](Cl)=[O:31])[O:23][C:24](=[O:28])[CH:25]([CH3:27])[CH3:26])[CH3:19]. The catalyst is ClCCl. The product is [CH3:19][CH:18]([O:20][C:21](=[O:33])[CH:22]([O:23][C:24](=[O:28])[CH:25]([CH3:27])[CH3:26])[O:29][C:30]([O:11][C:8]1[CH:9]=[CH:10][C:5]([NH:4][C:1](=[O:3])[CH3:2])=[CH:6][CH:7]=1)=[O:31])[CH3:17]. The yield is 0.630. (3) The reactants are CC(C)([O-])C.[K+].[Br:7][C:8]1[C:9]([CH3:20])=[C:10]([CH3:19])[C:11]2[O:15][CH2:14][C:13](=[O:16])[C:12]=2[C:17]=1[CH3:18].Br[CH2:22][CH2:23][O:24][CH2:25][CH2:26]Br.[Cl-].[NH4+]. The catalyst is C1COCC1. The product is [Br:7][C:8]1[C:9]([CH3:20])=[C:10]([CH3:19])[C:11]2[O:15][C:14]3([CH2:26][CH2:25][O:24][CH2:23][CH2:22]3)[C:13](=[O:16])[C:12]=2[C:17]=1[CH3:18]. The yield is 0.0800. (4) The reactants are [Br:1][CH2:2][CH2:3][CH2:4][CH2:5][CH2:6][S:7]([N:10]1[CH2:15][CH:14]=[C:13]([C:16]2[CH:40]=[CH:39][C:19]3[N:20]=[C:21]([O:23][CH:24]4[CH2:29][CH2:28][N:27]([C:30]5[N:35]=[CH:34][C:33]([CH2:36][CH2:37][CH3:38])=[CH:32][N:31]=5)[CH2:26][CH2:25]4)[S:22][C:18]=3[CH:17]=2)[CH2:12][CH2:11]1)(=[O:9])=[O:8].CCO[CH2:44][CH3:45]. The catalyst is CCO.CCN(CC)CC. The product is [Br-:1].[CH2:11]([N+:10]([CH2:44][CH3:45])([CH2:15][CH3:14])[CH2:2][CH2:3][CH2:4][CH2:5][CH2:6][S:7]([N:10]1[CH2:11][CH2:12][C:13]([C:16]2[CH:40]=[CH:39][C:19]3[N:20]=[C:21]([O:23][CH:24]4[CH2:29][CH2:28][N:27]([C:30]5[N:35]=[CH:34][C:33]([CH2:36][CH2:37][CH3:38])=[CH:32][N:31]=5)[CH2:26][CH2:25]4)[S:22][C:18]=3[CH:17]=2)=[CH:14][CH2:15]1)(=[O:9])=[O:8])[CH3:12]. The yield is 0.510. (5) The reactants are C(O[C:6](=O)[N:7]([CH2:9][C:10]1[CH:14]=[C:13]([C:15]2[CH:20]=[CH:19][CH:18]=[CH:17][CH:16]=2)[N:12]([S:21]([C:24]2[C:25]([Cl:30])=[N:26][CH:27]=[CH:28][CH:29]=2)(=[O:23])=[O:22])[CH:11]=1)C)(C)(C)C.C(OCC)(=O)C.Cl. The catalyst is C(OCC)(=O)C. The product is [ClH:30].[Cl:30][C:25]1[C:24]([S:21]([N:12]2[C:13]([C:15]3[CH:20]=[CH:19][CH:18]=[CH:17][CH:16]=3)=[CH:14][C:10]([CH2:9][NH:7][CH3:6])=[CH:11]2)(=[O:22])=[O:23])=[CH:29][CH:28]=[CH:27][N:26]=1. The yield is 0.490. (6) The reactants are [C:1]([O:5][C:6]([N:8]1[CH2:12][CH2:11][CH2:10][CH:9]1[C:13]1[NH:17][C:16]2[CH:18]=[C:19](Br)[CH:20]=[CH:21][C:15]=2[N:14]=1)=[O:7])([CH3:4])([CH3:3])[CH3:2].[C:23]([Si:25]([CH3:28])([CH3:27])[CH3:26])#[CH:24].C(N(CC)CC)C. The catalyst is CN(C=O)C.C(OCC)(=O)C.C1C=CC([P]([Pd]([P](C2C=CC=CC=2)(C2C=CC=CC=2)C2C=CC=CC=2)([P](C2C=CC=CC=2)(C2C=CC=CC=2)C2C=CC=CC=2)[P](C2C=CC=CC=2)(C2C=CC=CC=2)C2C=CC=CC=2)(C2C=CC=CC=2)C2C=CC=CC=2)=CC=1.[Cu]I. The product is [C:1]([O:5][C:6]([N:8]1[CH2:12][CH2:11][CH2:10][CH:9]1[C:13]1[NH:17][C:16]2[CH:18]=[C:19]([C:24]#[C:23][Si:25]([CH3:28])([CH3:27])[CH3:26])[CH:20]=[CH:21][C:15]=2[N:14]=1)=[O:7])([CH3:4])([CH3:3])[CH3:2]. The yield is 0.620. (7) The reactants are [C:1]([O:5][C:6]([N:8]([CH3:29])[C@@H:9]([CH3:28])[C:10]([NH:12][C@@H:13]([CH2:18][C:19]1[CH:24]=[CH:23][C:22]([N+:25]([O-:27])=[O:26])=[CH:21][CH:20]=1)[C:14]([O:16]C)=[O:15])=[O:11])=[O:7])([CH3:4])([CH3:3])[CH3:2].[OH-].[Na+].CCOC(C)=O.Cl. The catalyst is C1COCC1.CO. The product is [C:1]([O:5][C:6]([N:8]([CH3:29])[C@@H:9]([CH3:28])[C:10]([NH:12][C@@H:13]([CH2:18][C:19]1[CH:20]=[CH:21][C:22]([N+:25]([O-:27])=[O:26])=[CH:23][CH:24]=1)[C:14]([OH:16])=[O:15])=[O:11])=[O:7])([CH3:3])([CH3:4])[CH3:2]. The yield is 1.00.